This data is from Full USPTO retrosynthesis dataset with 1.9M reactions from patents (1976-2016). The task is: Predict the reactants needed to synthesize the given product. (1) The reactants are: C([O:8][C:9]1[CH:14]=CN=[C:11]([NH:15][C:16]2[CH:21]=[CH:20][C:19]([C:22]3[N:23]=[C:24]([N:35]4[CH2:40][CH2:39][O:38][CH2:37][C@@H:36]4[CH3:41])[C:25]4[CH2:31][CH2:30][N:29]([CH:32]([CH3:34])[CH3:33])[CH2:28][C:26]=4[N:27]=3)=[CH:18][CH:17]=2)[N:10]=1)C1C=CC=CC=1.CO.O1CC[CH2:46][CH2:45]1. Given the product [CH:32]([N:29]1[CH2:30][CH2:31][C:25]2[C:24]([N:35]3[CH2:40][CH2:39][O:38][CH2:37][C@@H:36]3[CH3:41])=[N:23][C:22]([C:19]3[CH:18]=[CH:17][C:16]([NH:15][C:11]4[NH:10][C:9](=[O:8])[CH:14]=[CH:46][CH:45]=4)=[CH:21][CH:20]=3)=[N:27][C:26]=2[CH2:28]1)([CH3:34])[CH3:33], predict the reactants needed to synthesize it. (2) Given the product [Cl:1][C:2]1[CH:7]=[CH:6][C:5]([CH:8]([CH3:11])[C:9]#[N:10])=[C:4]([C:18]#[C:17][Si:14]([CH3:16])([CH3:15])[CH3:13])[CH:3]=1, predict the reactants needed to synthesize it. The reactants are: [Cl:1][C:2]1[CH:7]=[CH:6][C:5]([CH:8]([CH3:11])[C:9]#[N:10])=[C:4](I)[CH:3]=1.[CH3:13][Si:14]([C:17]#[CH:18])([CH3:16])[CH3:15]. (3) Given the product [F:44][C:42]([F:43])([F:45])[C:32]1[C:33]([C:36]2[CH:37]=[N:38][CH:39]=[CH:40][CH:41]=2)=[N:34][CH:35]=[C:30]([NH2:29])[CH:31]=1, predict the reactants needed to synthesize it. The reactants are: ClC1N=CC(NCC2C=CC(OC)=CC=2)=CC=1C(F)(F)F.COC1C=CC(C[NH:29][C:30]2[CH:31]=[C:32]([C:42]([F:45])([F:44])[F:43])[C:33]([C:36]3[CH:37]=[N:38][CH:39]=[CH:40][CH:41]=3)=[N:34][CH:35]=2)=CC=1. (4) Given the product [NH2:18][C:4]([CH2:3][CH:2]([CH3:9])[CH3:1])=[CH:5][C:6]#[N:7], predict the reactants needed to synthesize it. The reactants are: [CH3:1][CH:2]([CH3:9])[CH2:3][C:4](=O)[CH2:5][C:6]#[N:7].C(O)(=O)C.C([O-])(=O)C.[NH4+:18].